This data is from Reaction yield outcomes from USPTO patents with 853,638 reactions. The task is: Predict the reaction yield, written as a fraction of the theoretical maximum amount of product (1.0 means a 100% yield; for example, 0.34 means a 34% yield). (1) The reactants are Cl[CH:2]([O:6][C:7]([NH:9][CH2:10][C:11]1([CH2:17][C:18]([OH:20])=[O:19])[CH2:16][CH2:15][CH2:14][CH2:13][CH2:12]1)=[O:8])[CH:3]([CH3:5])[CH3:4].N12CCCN=C1CCCCC2.[C:32]([OH:40])(=[O:39])[C:33]1[CH:38]=[CH:37][CH:36]=[N:35][CH:34]=1. The catalyst is CC(C)=O. The product is [C:32]([O:40][CH:2]([O:6][C:7]([NH:9][CH2:10][C:11]1([CH2:17][C:18]([OH:20])=[O:19])[CH2:16][CH2:15][CH2:14][CH2:13][CH2:12]1)=[O:8])[CH:3]([CH3:5])[CH3:4])(=[O:39])[C:33]1[CH:38]=[CH:37][CH:36]=[N:35][CH:34]=1. The yield is 0.140. (2) The reactants are [N+:1]([C:4]1[CH:21]=[CH:20][C:7]2[N:8]=[C:9]([NH:11][C:12](=[O:19])[C:13]3[CH:18]=[CH:17][N:16]=[CH:15][CH:14]=3)[S:10][C:6]=2[CH:5]=1)([O-])=O.CN(C)C=O. The catalyst is C(OCC)(=O)C.[Pd]. The product is [NH2:1][C:4]1[CH:21]=[CH:20][C:7]2[N:8]=[C:9]([NH:11][C:12](=[O:19])[C:13]3[CH:14]=[CH:15][N:16]=[CH:17][CH:18]=3)[S:10][C:6]=2[CH:5]=1. The yield is 0.800. (3) The reactants are [OH:1][C:2]1[C:11]2[C:6](=[CH:7][CH:8]=[CH:9][CH:10]=2)[C:5]([C:12]2[C:20]3[C:15](=[CH:16][CH:17]=[CH:18][CH:19]=3)[N:14]([CH2:21][C:22]([O:24]C(C)(C)C)=[O:23])[C:13]=2[CH3:29])=[N:4][N:3]=1.C(=O)([O-])[O-].[K+].[K+].Br[CH:37]1[CH2:41][CH2:40][CH2:39][CH2:38]1. The catalyst is CN1C(=O)CCC1. The product is [CH:37]1([N:3]2[C:2](=[O:1])[C:11]3[C:6](=[CH:7][CH:8]=[CH:9][CH:10]=3)[C:5]([C:12]3[C:20]4[C:15](=[CH:16][CH:17]=[CH:18][CH:19]=4)[N:14]([CH2:21][C:22]([OH:24])=[O:23])[C:13]=3[CH3:29])=[N:4]2)[CH2:41][CH2:40][CH2:39][CH2:38]1. The yield is 0.0510. (4) The reactants are C(C1C=CC2N=C(N[C:16]([NH:18][CH2:19][CH3:20])=[O:17])SC=2C=1)C1C=CC=CC=1.[NH2:23][C:24]1[S:25][C:26]2[CH:32]=[C:31]([C:33]([O:35][CH2:36][CH3:37])=[O:34])[CH:30]=[CH:29][C:27]=2[N:28]=1.C(N(CC)CC)C.C(N=C=O)C. The catalyst is C1(C)C=CC=CC=1. The product is [CH2:36]([O:35][C:33]([C:31]1[CH:30]=[CH:29][C:27]2[N:28]=[C:24]([NH:23][C:16]([NH:18][CH2:19][CH3:20])=[O:17])[S:25][C:26]=2[CH:32]=1)=[O:34])[CH3:37]. The yield is 0.820. (5) The reactants are [N:1]([CH:4]1[C:13](=[O:14])[C:12]2[C:7](=[CH:8][C:9]([C:15]#[N:16])=[CH:10][CH:11]=2)[O:6][CH2:5]1)=[N+:2]=[N-:3].O.[BH4-].[Na+]. The catalyst is C1COCC1. The product is [N:1]([CH:4]1[CH:13]([OH:14])[C:12]2[C:7](=[CH:8][C:9]([C:15]#[N:16])=[CH:10][CH:11]=2)[O:6][CH2:5]1)=[N+:2]=[N-:3]. The yield is 0.943. (6) The reactants are [CH3:1][NH:2][CH2:3][C:4]1[C:12]2[C:7](=[CH:8][CH:9]=[CH:10][CH:11]=2)[N:6]([CH3:13])[CH:5]=1.CNCC1C=CC2C(=CC=CC=2)C=1CCC.[O:30]=[C:31]1[NH:36][C:35]2[N:37]=[CH:38][C:39](/[CH:41]=[CH:42]/[C:43]([OH:45])=O)=[CH:40][C:34]=2[C:33](=[O:46])[NH:32]1.Cl.CN1CC2C=C(/C=C/C(O)=O)C=NC=2NC(=O)C1. No catalyst specified. The product is [O:30]=[C:31]1[NH:36][C:35]2[N:37]=[CH:38][C:39](/[CH:41]=[CH:42]/[C:43]([N:2]([CH3:1])[CH2:3][C:4]3[C:12]4[C:7](=[CH:8][CH:9]=[CH:10][CH:11]=4)[N:6]([CH3:13])[CH:5]=3)=[O:45])=[CH:40][C:34]=2[C:33](=[O:46])[NH:32]1. The yield is 0.340. (7) The reactants are [Br:1][C:2]1[S:6][C:5]([CH3:7])=N[C:3]=1[C:8]([OH:10])=O.[CH3:11]CN(C(C)C)C(C)C.CN(C(ON1N=NC2C=CC=CC1=2)=[N+](C)C)C.[B-](F)(F)(F)F.[CH3:42][C:43]1[N:48]=[C:47]([NH2:49])[CH:46]=[CH:45][CH:44]=1. The catalyst is CN(C)C=O. The product is [CH3:42][C:43]1[N:48]=[C:47]([NH:49][C:8]([C:3]2[CH:11]=[C:5]([CH3:7])[S:6][C:2]=2[Br:1])=[O:10])[CH:46]=[CH:45][CH:44]=1. The yield is 0.380. (8) The reactants are [CH3:1][O:2][C:3](=[O:20])[C:4]1[C:9]([OH:10])=[C:8]([O:11][CH2:12][C:13]2[CH:18]=[CH:17][CH:16]=[CH:15][CH:14]=2)[C:7]([CH3:19])=[N:6][CH:5]=1.[C:21](OC(=O)C)(=[O:23])[CH3:22]. No catalyst specified. The yield is 0.900. The product is [CH3:1][O:2][C:3](=[O:20])[C:4]1[C:9]([O:10][C:21](=[O:23])[CH3:22])=[C:8]([O:11][CH2:12][C:13]2[CH:18]=[CH:17][CH:16]=[CH:15][CH:14]=2)[C:7]([CH3:19])=[N:6][CH:5]=1. (9) The reactants are C([O:3][C:4](=[O:37])[CH2:5][CH:6]1[S:10][C:9]([C:11]2[NH:12][C:13]3[C:18]([CH:19]=2)=[CH:17][C:16]([O:20][C:21]2[CH:22]=[N:23][C:24]([CH2:27][O:28][CH3:29])=[CH:25][CH:26]=2)=[CH:15][C:14]=3[O:30][CH:31]2[CH2:36][CH2:35][O:34][CH2:33][CH2:32]2)=[N:8][CH2:7]1)C.[OH-].[Na+].O1CCCC1. The catalyst is C(O)C. The product is [CH3:29][O:28][CH2:27][C:24]1[N:23]=[CH:22][C:21]([O:20][C:16]2[CH:17]=[C:18]3[C:13](=[C:14]([O:30][CH:31]4[CH2:36][CH2:35][O:34][CH2:33][CH2:32]4)[CH:15]=2)[NH:12][C:11]([C:9]2[S:10][CH:6]([CH2:5][C:4]([OH:37])=[O:3])[CH2:7][N:8]=2)=[CH:19]3)=[CH:26][CH:25]=1. The yield is 0.710. (10) The reactants are ClC1C=CC=C(C(OO)=[O:9])C=1.[Cl:12][C:13]1[N:17]([C:18]2[CH:23]=[CH:22][CH:21]=[CH:20][CH:19]=2)[N:16]=[C:15]([C:24]([F:27])([F:26])[F:25])[C:14]=1[CH2:28][S:29][C:30]1[CH2:34][C:33]([CH3:36])([CH3:35])[O:32][N:31]=1.[OH2:37]. The catalyst is C(Cl)(Cl)Cl. The product is [Cl:12][C:13]1[N:17]([C:18]2[CH:19]=[CH:20][CH:21]=[CH:22][CH:23]=2)[N:16]=[C:15]([C:24]([F:25])([F:27])[F:26])[C:14]=1[CH2:28][S:29]([C:30]1[CH2:34][C:33]([CH3:36])([CH3:35])[O:32][N:31]=1)(=[O:9])=[O:37]. The yield is 0.832.